Dataset: Full USPTO retrosynthesis dataset with 1.9M reactions from patents (1976-2016). Task: Predict the reactants needed to synthesize the given product. (1) Given the product [N:16]1[CH:17]=[CH:18][N:19]=[CH:20][C:15]=1[NH:14][C:13](=[O:21])[C@@H:8]([NH2:7])[CH2:9][CH:10]([CH3:11])[CH3:12], predict the reactants needed to synthesize it. The reactants are: C(OC(=O)[NH:7][C@H:8]([C:13](=[O:21])[NH:14][C:15]1[CH:20]=[N:19][CH:18]=[CH:17][N:16]=1)[CH2:9][CH:10]([CH3:12])[CH3:11])(C)(C)C.FC(F)(F)C(O)=O.ClCCl.C(OCC)(=O)C. (2) Given the product [C:1]([C:3]1([CH2:16][O:17][C:32]2[CH:33]=[C:34]([F:41])[C:35]([C:36]([O:38][CH3:39])=[O:37])=[CH:40][C:31]=2[CH:28]2[CH2:30][CH2:29]2)[CH2:4][CH2:5][N:6]([C:9]([O:11][C:12]([CH3:13])([CH3:14])[CH3:15])=[O:10])[CH2:7][CH2:8]1)#[N:2], predict the reactants needed to synthesize it. The reactants are: [C:1]([C:3]1([CH2:16][O:17]S(C2C=CC(C)=CC=2)(=O)=O)[CH2:8][CH2:7][N:6]([C:9]([O:11][C:12]([CH3:15])([CH3:14])[CH3:13])=[O:10])[CH2:5][CH2:4]1)#[N:2].[CH:28]1([C:31]2[C:32](O)=[CH:33][C:34]([F:41])=[C:35]([CH:40]=2)[C:36]([O:38][CH3:39])=[O:37])[CH2:30][CH2:29]1.C(=O)([O-])[O-].[K+].[K+]. (3) The reactants are: [CH2:1]([N:8]([CH2:21][C:22]1[CH:27]=[CH:26][C:25]([O:28][C:29]2[CH:34]=[CH:33][CH:32]=[C:31]([O:35][CH2:36][CH2:37][CH2:38]O)[CH:30]=2)=[CH:24][CH:23]=1)[C:9]1[C:10]([CH3:20])=[C:11]([NH:15][S:16]([CH3:19])(=[O:18])=[O:17])[CH:12]=[CH:13][CH:14]=1)[C:2]1[CH:7]=[CH:6][CH:5]=[CH:4][CH:3]=1.C1(P(C2C=CC=CC=2)C2C=CC=CC=2)C=CC=CC=1.[Br:59]N1C(=O)CCC1=O. Given the product [CH2:1]([N:8]([CH2:21][C:22]1[CH:27]=[CH:26][C:25]([O:28][C:29]2[CH:34]=[CH:33][CH:32]=[C:31]([O:35][CH2:36][CH2:37][CH2:38][Br:59])[CH:30]=2)=[CH:24][CH:23]=1)[C:9]1[C:10]([CH3:20])=[C:11]([NH:15][S:16]([CH3:19])(=[O:18])=[O:17])[CH:12]=[CH:13][CH:14]=1)[C:2]1[CH:7]=[CH:6][CH:5]=[CH:4][CH:3]=1, predict the reactants needed to synthesize it. (4) Given the product [C:25]([C:29]1[CH:30]=[CH:31][C:32]([CH2:36][N:37]([CH2:38][CH2:39][C:40]2[CH:41]=[CH:42][C:43]([F:46])=[CH:44][CH:45]=2)[C:22]([C:20]2[CH:19]=[CH:18][CH:17]=[C:16]3[C:21]=2[NH:13][CH:14]=[CH:15]3)=[O:24])=[C:33]([OH:35])[CH:34]=1)([CH3:28])([CH3:26])[CH3:27], predict the reactants needed to synthesize it. The reactants are: CCN=C=NCCCN(C)C.Cl.[NH:13]1[C:21]2[C:16](=[CH:17][CH:18]=[CH:19][C:20]=2[C:22]([OH:24])=O)[CH:15]=[CH:14]1.[C:25]([C:29]1[CH:30]=[CH:31][C:32]([CH2:36][NH:37][CH2:38][CH2:39][C:40]2[CH:45]=[CH:44][C:43]([F:46])=[CH:42][CH:41]=2)=[C:33]([OH:35])[CH:34]=1)([CH3:28])([CH3:27])[CH3:26]. (5) Given the product [OH:14][B:15]1[C:19]2[C:20]([O:24][CH2:25][CH2:26][CH2:27][C:28]([NH2:9])=[O:29])=[CH:21][CH:22]=[CH:23][C:18]=2[CH:17]([CH2:31][N+:32]([O-:34])=[O:33])[O:16]1, predict the reactants needed to synthesize it. The reactants are: ClC(OCC)=O.CC[N:9](CC)CC.[OH:14][B:15]1[C:19]2[C:20]([O:24][CH2:25][CH2:26][CH2:27][C:28](O)=[O:29])=[CH:21][CH:22]=[CH:23][C:18]=2[CH:17]([CH2:31][N+:32]([O-:34])=[O:33])[O:16]1.[NH4+].[OH-].